This data is from Forward reaction prediction with 1.9M reactions from USPTO patents (1976-2016). The task is: Predict the product of the given reaction. The product is: [CH2:18]([O:20][C:21](=[O:25])[CH:22]([S:10][C:8]1[S:9][C:5]2[CH:4]=[CH:3][C:2]([Cl:1])=[CH:11][C:6]=2[N:7]=1)[CH3:23])[CH3:19]. Given the reactants [Cl:1][C:2]1[CH:3]=[CH:4][C:5]2[S:9][C:8]([SH:10])=[N:7][C:6]=2[CH:11]=1.C(=O)([O-])[O-].[K+].[K+].[CH2:18]([O:20][C:21](=[O:25])[CH:22](Br)[CH3:23])[CH3:19], predict the reaction product.